This data is from NCI-60 drug combinations with 297,098 pairs across 59 cell lines. The task is: Regression. Given two drug SMILES strings and cell line genomic features, predict the synergy score measuring deviation from expected non-interaction effect. (1) Drug 1: CCCCC(=O)OCC(=O)C1(CC(C2=C(C1)C(=C3C(=C2O)C(=O)C4=C(C3=O)C=CC=C4OC)O)OC5CC(C(C(O5)C)O)NC(=O)C(F)(F)F)O. Drug 2: CC1CCCC2(C(O2)CC(NC(=O)CC(C(C(=O)C(C1O)C)(C)C)O)C(=CC3=CSC(=N3)C)C)C. Cell line: T-47D. Synergy scores: CSS=42.7, Synergy_ZIP=-10.4, Synergy_Bliss=-14.8, Synergy_Loewe=-14.4, Synergy_HSA=-11.0. (2) Drug 1: CN(C)C1=NC(=NC(=N1)N(C)C)N(C)C. Drug 2: CC(C1=C(C=CC(=C1Cl)F)Cl)OC2=C(N=CC(=C2)C3=CN(N=C3)C4CCNCC4)N. Cell line: PC-3. Synergy scores: CSS=4.93, Synergy_ZIP=0.525, Synergy_Bliss=3.20, Synergy_Loewe=-7.83, Synergy_HSA=2.06. (3) Drug 1: CN1CCC(CC1)COC2=C(C=C3C(=C2)N=CN=C3NC4=C(C=C(C=C4)Br)F)OC. Drug 2: C1CCC(C1)C(CC#N)N2C=C(C=N2)C3=C4C=CNC4=NC=N3. Cell line: MCF7. Synergy scores: CSS=8.30, Synergy_ZIP=-1.73, Synergy_Bliss=3.13, Synergy_Loewe=1.08, Synergy_HSA=2.28.